Dataset: Full USPTO retrosynthesis dataset with 1.9M reactions from patents (1976-2016). Task: Predict the reactants needed to synthesize the given product. (1) Given the product [Br:25][C:11]1[C:12](=[O:17])[C:13]([CH3:15])([CH3:16])[O:14][C:10]=1[C:4]1[CH:5]=[CH:6][C:7]([O:8][CH3:9])=[C:2]([Cl:1])[CH:3]=1, predict the reactants needed to synthesize it. The reactants are: [Cl:1][C:2]1[CH:3]=[C:4]([C:10]2[O:14][C:13]([CH3:16])([CH3:15])[C:12](=[O:17])[CH:11]=2)[CH:5]=[CH:6][C:7]=1[O:8][CH3:9].C1C(=O)N([Br:25])C(=O)C1. (2) Given the product [CH:30]1([CH2:29][N:24]2[CH2:25][CH2:26][CH:21]([NH:20][C:19](=[O:27])[CH2:18][O:17][C:4]3[N:3]=[C:2]([CH3:1])[C:7]([NH:8][C:9](=[O:15])[O:10][C:11]([CH3:14])([CH3:12])[CH3:13])=[C:6]([CH3:16])[N:5]=3)[CH2:22][CH2:23]2)[CH2:32][CH2:31]1, predict the reactants needed to synthesize it. The reactants are: [CH3:1][C:2]1[C:7]([NH:8][C:9](=[O:15])[O:10][C:11]([CH3:14])([CH3:13])[CH3:12])=[C:6]([CH3:16])[N:5]=[C:4]([O:17][CH2:18][C:19](=[O:27])[NH:20][CH:21]2[CH2:26][CH2:25][NH:24][CH2:23][CH2:22]2)[N:3]=1.Br[CH2:29][CH:30]1[CH2:32][CH2:31]1. (3) Given the product [C:1]1([C@H:7]([NH:10][C:11]([C:13]2[CH:14]=[C:15]([C:24](=[O:25])[C:23]([Cl:28])([Cl:27])[Cl:22])[N:16]3[CH2:21][CH2:20][O:19][CH2:18][C:17]=23)=[O:12])[CH2:8][CH3:9])[CH:6]=[CH:5][CH:4]=[CH:3][CH:2]=1, predict the reactants needed to synthesize it. The reactants are: [C:1]1([C@H:7]([NH:10][C:11]([C:13]2[CH:14]=[CH:15][N:16]3[CH2:21][CH2:20][O:19][CH2:18][C:17]=23)=[O:12])[CH2:8][CH3:9])[CH:6]=[CH:5][CH:4]=[CH:3][CH:2]=1.[Cl:22][C:23]([Cl:28])([Cl:27])[C:24](Cl)=[O:25].